Dataset: Forward reaction prediction with 1.9M reactions from USPTO patents (1976-2016). Task: Predict the product of the given reaction. (1) Given the reactants [CH:1]1([C:4]2[CH:5]=[CH:6][C:7]([C:15]([OH:17])=O)=[N:8][C:9]=2[O:10][CH2:11][CH:12]2[CH2:14][CH2:13]2)[CH2:3][CH2:2]1.[NH2:18][C@@H:19]([C:24]([CH3:27])([CH3:26])[CH3:25])[C:20]([NH:22][CH3:23])=[O:21], predict the reaction product. The product is: [CH:1]1([C:4]2[CH:5]=[CH:6][C:7]([C:15]([NH:18][C@@H:19]([C:24]([CH3:27])([CH3:26])[CH3:25])[C:20]([NH:22][CH3:23])=[O:21])=[O:17])=[N:8][C:9]=2[O:10][CH2:11][CH:12]2[CH2:13][CH2:14]2)[CH2:2][CH2:3]1. (2) The product is: [NH2:7][C@H:8]1[C:17]2[C:12](=[CH:13][C:14]([O:18][CH3:19])=[CH:15][CH:16]=2)[O:11][C@@H:10]([C:20]2[CH:29]=[CH:28][C:23]([C:24]([O:26][CH3:27])=[O:25])=[CH:22][N:21]=2)[CH2:9]1. Given the reactants C([S@@]([N:7]=[C:8]1[C:17]2[C:12](=[CH:13][C:14]([O:18][CH3:19])=[CH:15][CH:16]=2)[O:11][C@@H:10]([C:20]2[CH:29]=[CH:28][C:23]([C:24]([O:26][CH3:27])=[O:25])=[CH:22][N:21]=2)[CH2:9]1)=O)(C)(C)C.[BH4-].[Na+].Cl.O1CCOCC1, predict the reaction product. (3) Given the reactants [CH3:1][O:2][C:3]1[CH:8]=[CH:7][C:6]([C:9]([F:12])([F:11])[F:10])=[CH:5][C:4]=1[C:13]1[C:18]([CH3:19])=[N:17][NH:16][C:15](=O)[CH:14]=1.C(=O)(O)[O-].[Na+].P(Cl)(Cl)([Cl:28])=O, predict the reaction product. The product is: [Cl:28][C:15]1[N:16]=[N:17][C:18]([CH3:19])=[C:13]([C:4]2[CH:5]=[C:6]([C:9]([F:12])([F:11])[F:10])[CH:7]=[CH:8][C:3]=2[O:2][CH3:1])[CH:14]=1. (4) Given the reactants [NH2:1][C:2]1[N:10]=[C:9]([O:11][CH2:12][CH2:13][O:14][CH3:15])[N:8]=[C:7]2[C:3]=1[N:4]=[C:5]([O:49]C)[N:6]2[CH2:16][C:17]1[CH:48]=[CH:47][C:20]([CH2:21][N:22]([CH3:46])[CH2:23][CH2:24][CH2:25][N:26]([CH2:34][C:35]2[CH:36]=[C:37]([CH2:41][C:42]([O:44][CH3:45])=[O:43])[CH:38]=[CH:39][CH:40]=2)C(OC(C)(C)C)=O)=[CH:19][CH:18]=1.Cl.O1CCOCC1, predict the reaction product. The product is: [NH2:1][C:2]1[N:10]=[C:9]([O:11][CH2:12][CH2:13][O:14][CH3:15])[N:8]=[C:7]2[C:3]=1[NH:4][C:5](=[O:49])[N:6]2[CH2:16][C:17]1[CH:48]=[CH:47][C:20]([CH2:21][N:22]([CH3:46])[CH2:23][CH2:24][CH2:25][NH:26][CH2:34][C:35]2[CH:36]=[C:37]([CH2:41][C:42]([O:44][CH3:45])=[O:43])[CH:38]=[CH:39][CH:40]=2)=[CH:19][CH:18]=1.